This data is from Catalyst prediction with 721,799 reactions and 888 catalyst types from USPTO. The task is: Predict which catalyst facilitates the given reaction. (1) Reactant: [Si:1]([O:8][CH:9]([CH2:20][O:21][C:22]1[CH:27]=[CH:26][CH:25]=[C:24]([C:28]2[N:33]=[C:32](Cl)[C:31]([CH3:35])=[C:30]([Cl:36])[N:29]=2)[CH:23]=1)[CH2:10][N:11]([CH3:19])[C:12](=[O:18])[O:13][C:14]([CH3:17])([CH3:16])[CH3:15])([C:4]([CH3:7])([CH3:6])[CH3:5])([CH3:3])[CH3:2].C(N(CC)CC)C.[O:44]1[CH2:49][CH2:48][CH:47]([NH2:50])[CH2:46][CH2:45]1. Product: [C:4]([Si:1]([CH3:3])([CH3:2])[O:8][CH:9]([CH2:20][O:21][C:22]1[CH:27]=[CH:26][CH:25]=[C:24]([C:28]2[N:29]=[C:30]([Cl:36])[C:31]([CH3:35])=[C:32]([NH:50][CH:47]3[CH2:48][CH2:49][O:44][CH2:45][CH2:46]3)[N:33]=2)[CH:23]=1)[CH2:10][N:11]([CH3:19])[C:12](=[O:18])[O:13][C:14]([CH3:15])([CH3:16])[CH3:17])([CH3:7])([CH3:5])[CH3:6]. The catalyst class is: 31. (2) Reactant: C([O:4][C:5](=[O:20])[C:6]1[CH:11]=[CH:10][C:9]([C:12]([F:15])([F:14])[F:13])=[CH:8][C:7]=1[O:16][CH:17]([CH3:19])[CH3:18])(C)C.[Li+].[OH-].Cl. Product: [CH:17]([O:16][C:7]1[CH:8]=[C:9]([C:12]([F:13])([F:14])[F:15])[CH:10]=[CH:11][C:6]=1[C:5]([OH:20])=[O:4])([CH3:19])[CH3:18]. The catalyst class is: 1. (3) Product: [CH3:1][C:2]1[CH:3]=[C:4]([NH:9][C:13]2[N:14]([CH2:23][O:24][CH2:25][CH3:26])[C:15](=[O:22])[NH:16][C:17](=[O:21])[C:18]=2[CH2:19][CH3:20])[CH:5]=[C:6]([CH3:8])[CH:7]=1. The catalyst class is: 5. Reactant: [CH3:1][C:2]1[CH:3]=[C:4]([N:9]([C:13]2[N:14]([CH2:23][O:24][CH2:25][CH3:26])[C:15](=[O:22])[NH:16][C:17](=[O:21])[C:18]=2[CH2:19][CH3:20])C(=O)C)[CH:5]=[C:6]([CH3:8])[CH:7]=1.C[O-].[Na+].[NH4+].[Cl-]. (4) Reactant: C(OC([N:8]1[CH2:13][CH2:12][CH:11]([N:14]2[CH2:22][C:21]3[C:16](=[CH:17][CH:18]=[CH:19][CH:20]=3)[C:15]2=[O:23])[CH2:10][CH2:9]1)=O)(C)(C)C.[F:24][C:25]([F:30])([F:29])[C:26]([OH:28])=[O:27]. Product: [F:24][C:25]([F:30])([F:29])[C:26]([OH:28])=[O:27].[NH:8]1[CH2:13][CH2:12][CH:11]([N:14]2[CH2:22][C:21]3[C:16](=[CH:17][CH:18]=[CH:19][CH:20]=3)[C:15]2=[O:23])[CH2:10][CH2:9]1. The catalyst class is: 4. (5) Reactant: [CH3:1][N:2]1[C:6]2([CH2:21][C:9]3[CH:10]=[C:11]4[C:16](=[CH:17][C:8]=3[CH2:7]2)[N:15]=[C:14]([C:18](O)=[O:19])[CH:13]=[CH:12]4)[C:5](=[O:22])[NH:4][C:3]1=[O:23].[NH2:24][C:25]1[CH:30]=[CH:29][CH:28]=[CH:27][CH:26]=1.C(Cl)CCl.C1C=CC2N(O)N=NC=2C=1.C(N(CC)C(C)C)(C)C. Product: [CH3:1][N:2]1[C:6]2([CH2:21][C:9]3[CH:10]=[C:11]4[C:16](=[CH:17][C:8]=3[CH2:7]2)[N:15]=[C:14]([C:18]([NH:24][C:25]2[CH:30]=[CH:29][CH:28]=[CH:27][CH:26]=2)=[O:19])[CH:13]=[CH:12]4)[C:5](=[O:22])[NH:4][C:3]1=[O:23]. The catalyst class is: 3.